From a dataset of Forward reaction prediction with 1.9M reactions from USPTO patents (1976-2016). Predict the product of the given reaction. (1) The product is: [Cl:1][C:2]1[C:7]2[C:8](=[O:22])[N:9]([CH2:11][C:12]3[CH:17]=[CH:16][C:15]([O:18][CH3:19])=[CH:14][C:13]=3[O:20][CH3:21])[CH2:10][C:6]=2[C:5]([F:23])=[C:4]([N:25]2[CH2:29][CH2:28][C@H:27]([NH:30][C:31](=[O:37])[O:32][C:33]([CH3:35])([CH3:34])[CH3:36])[CH2:26]2)[N:3]=1. Given the reactants [Cl:1][C:2]1[C:7]2[C:8](=[O:22])[N:9]([CH2:11][C:12]3[CH:17]=[CH:16][C:15]([O:18][CH3:19])=[CH:14][C:13]=3[O:20][CH3:21])[CH2:10][C:6]=2[C:5]([F:23])=[C:4](Cl)[N:3]=1.[NH:25]1[CH2:29][CH2:28][C@H:27]([NH:30][C:31](=[O:37])[O:32][C:33]([CH3:36])([CH3:35])[CH3:34])[CH2:26]1, predict the reaction product. (2) Given the reactants [C:1]1([CH:7]([C:21]2[CH:26]=[CH:25][CH:24]=[CH:23][CH:22]=2)[N:8]2[CH:13]=[CH:12][C:11]([O:14][CH3:15])=[C:10]([C:16]([O:18]C)=[O:17])[C:9]2=[O:20])[CH:6]=[CH:5][CH:4]=[CH:3][CH:2]=1, predict the reaction product. The product is: [C:21]1([CH:7]([C:1]2[CH:6]=[CH:5][CH:4]=[CH:3][CH:2]=2)[N:8]2[CH:13]=[CH:12][C:11]([O:14][CH3:15])=[C:10]([C:16]([OH:18])=[O:17])[C:9]2=[O:20])[CH:22]=[CH:23][CH:24]=[CH:25][CH:26]=1. (3) Given the reactants [CH:1]1([CH2:6][CH:7]([N:11]2[C:19]3[C:14](=[CH:15][CH:16]=[CH:17][CH:18]=3)[CH2:13][C:12]2=[O:20])[C:8]([OH:10])=O)[CH2:5][CH2:4][CH2:3][CH2:2]1.F[P-](F)(F)(F)(F)F.N1(O[P+](N(C)C)(N(C)C)N(C)C)C2C=CC=CC=2N=N1.[NH2:48][C:49]1[CH:53]=[CH:52][N:51]([CH2:54][C:55]([CH3:58])([OH:57])[CH3:56])[N:50]=1.C(N(CC)C(C)C)(C)C, predict the reaction product. The product is: [CH:1]1([CH2:6][CH:7]([N:11]2[C:19]3[C:14](=[CH:15][CH:16]=[CH:17][CH:18]=3)[CH2:13][C:12]2=[O:20])[C:8]([NH:48][C:49]2[CH:53]=[CH:52][N:51]([CH2:54][C:55]([OH:57])([CH3:56])[CH3:58])[N:50]=2)=[O:10])[CH2:2][CH2:3][CH2:4][CH2:5]1. (4) The product is: [Cl:29][C:14]1[NH:15][C:16]2[C:8]([NH:7][C:5](=[O:6])[C:4]3[CH:3]=[C:2]([F:1])[C:24]([F:25])=[C:23]([F:26])[CH:22]=3)=[CH:9][C:10]([C:18]([F:21])([F:20])[F:19])=[CH:11][C:12]=2[N:13]=1. Given the reactants [F:1][C:2]1[CH:3]=[C:4]([CH:22]=[C:23]([F:26])[C:24]=1[F:25])[C:5]([NH:7][C:8]1[C:16]2[NH:15][C:14](=O)[NH:13][C:12]=2[CH:11]=[C:10]([C:18]([F:21])([F:20])[F:19])[CH:9]=1)=[O:6].O=P(Cl)(Cl)[Cl:29], predict the reaction product. (5) Given the reactants Br[C:2]1[CH:3]=[C:4]([CH:7]=[CH:8][C:9]=1[CH:10]1[C:19]2[C:18](=[O:20])[CH2:17][CH2:16][CH2:15][C:14]=2[N:13]([C:21]2[CH:26]=[CH:25][CH:24]=[C:23]([C:27]([F:30])([F:29])[F:28])[CH:22]=2)[C:12](=[O:31])[N:11]1[CH3:32])[C:5]#[N:6].[C:33]([O-:36])(=[O:35])C.[Na+].[C]=O.[CH3:40]O, predict the reaction product. The product is: [CH3:40][O:36][C:33](=[O:35])[C:2]1[CH:3]=[C:4]([C:5]#[N:6])[CH:7]=[CH:8][C:9]=1[CH:10]1[C:19]2[C:18](=[O:20])[CH2:17][CH2:16][CH2:15][C:14]=2[N:13]([C:21]2[CH:26]=[CH:25][CH:24]=[C:23]([C:27]([F:28])([F:30])[F:29])[CH:22]=2)[C:12](=[O:31])[N:11]1[CH3:32].